Dataset: Peptide-MHC class II binding affinity with 134,281 pairs from IEDB. Task: Regression. Given a peptide amino acid sequence and an MHC pseudo amino acid sequence, predict their binding affinity value. This is MHC class II binding data. (1) The binding affinity (normalized) is 0.0706. The peptide sequence is SLSELTDALRTLGST. The MHC is HLA-DPA10103-DPB10401 with pseudo-sequence HLA-DPA10103-DPB10401. (2) The peptide sequence is KPVSQMRMATPLLMRP. The MHC is H-2-IAb with pseudo-sequence H-2-IAb. The binding affinity (normalized) is 0.633. (3) The peptide sequence is KFITHSVTFSEINKA. The MHC is DRB1_0701 with pseudo-sequence DRB1_0701. The binding affinity (normalized) is 0.674. (4) The peptide sequence is WLSWQVAKAGLKTND. The MHC is HLA-DQA10103-DQB10603 with pseudo-sequence HLA-DQA10103-DQB10603. The binding affinity (normalized) is 0. (5) The peptide sequence is APEVKYKVFETALKK. The MHC is HLA-DQA10301-DQB10302 with pseudo-sequence HLA-DQA10301-DQB10302. The binding affinity (normalized) is 0.0398. (6) The peptide sequence is MKDLDEPGHLAPTGM. The MHC is HLA-DQA10401-DQB10402 with pseudo-sequence HLA-DQA10401-DQB10402. The binding affinity (normalized) is 0.